Dataset: Full USPTO retrosynthesis dataset with 1.9M reactions from patents (1976-2016). Task: Predict the reactants needed to synthesize the given product. (1) Given the product [Br:12][C:3]1[CH:4]=[C:5]2[C:9](=[CH:10][C:2]=1[CH3:1])[NH:8][C:7](=[O:11])[CH2:6]2, predict the reactants needed to synthesize it. The reactants are: [CH3:1][C:2]1[CH:10]=[C:9]2[C:5]([CH2:6][C:7](=[O:11])[NH:8]2)=[CH:4][CH:3]=1.[Br:12]N1C(=O)CCC1=O. (2) Given the product [Cl:1][C:2]1[N:7]=[C:6]([C:8]2[S:45][C:43]([N:37]3[CH2:42][CH2:41][O:40][CH2:39][CH2:38]3)=[N:44][C:9]=2[C:11]2[CH:12]=[C:13]([NH:17][S:18]([C:21]3[CH:26]=[C:25]([F:27])[CH:24]=[CH:23][C:22]=3[F:28])(=[O:20])=[O:19])[CH:14]=[CH:15][CH:16]=2)[CH:5]=[CH:4][N:3]=1, predict the reactants needed to synthesize it. The reactants are: [Cl:1][C:2]1[N:7]=[C:6](/[CH:8]=[C:9](/[C:11]2[CH:12]=[C:13]([NH:17][S:18]([C:21]3[CH:26]=[C:25]([F:27])[CH:24]=[CH:23][C:22]=3[F:28])(=[O:20])=[O:19])[CH:14]=[CH:15][CH:16]=2)\O)[CH:5]=[CH:4][N:3]=1.C1C(=O)N(Br)C(=O)C1.[N:37]1([C:43](=[S:45])[NH2:44])[CH2:42][CH2:41][O:40][CH2:39][CH2:38]1. (3) Given the product [C:14]([C:11]1[CH:12]=[CH:13][C:8]([NH:7][C:5]([C:4]2[C:3]([CH3:29])=[C:2]([C:35]3[CH:36]=[CH:37][C:32]([C:30]#[N:31])=[CH:33][CH:34]=3)[CH:23]=[C:22]([C:24]([CH3:27])([CH3:26])[CH3:25])[C:21]=2[OH:28])=[O:6])=[C:9]([O:16][C:17]([F:20])([F:19])[F:18])[CH:10]=1)#[N:15], predict the reactants needed to synthesize it. The reactants are: Br[C:2]1[C:3]([CH3:29])=[C:4]([C:21]([OH:28])=[C:22]([C:24]([CH3:27])([CH3:26])[CH3:25])[CH:23]=1)[C:5]([NH:7][C:8]1[CH:13]=[CH:12][C:11]([C:14]#[N:15])=[CH:10][C:9]=1[O:16][C:17]([F:20])([F:19])[F:18])=[O:6].[C:30]([C:32]1[CH:37]=[CH:36][C:35](B(O)O)=[CH:34][CH:33]=1)#[N:31].C(=O)([O-])[O-].[Na+].[Na+]. (4) The reactants are: [CH3:1][C:2]1([CH3:21])[C:5](=[O:6])[N:4]([CH:7]2[CH:14]3[CH2:15][C:10]4([C:17]([O:19][CH3:20])=[O:18])[CH2:11][CH:12]([CH2:16][CH:8]2[CH2:9]4)[CH2:13]3)[NH:3]1.[Cl:22][C:23]1[CH:30]=[CH:29][CH:28]=[CH:27][C:24]=1[CH2:25]Br. Given the product [Cl:22][C:23]1[CH:30]=[CH:29][CH:28]=[CH:27][C:24]=1[CH2:25][N:3]1[C:2]([CH3:21])([CH3:1])[C:5](=[O:6])[N:4]1[CH:7]1[CH:8]2[CH2:9][C:10]3([C:17]([O:19][CH3:20])=[O:18])[CH2:11][CH:12]([CH2:13][CH:14]1[CH2:15]3)[CH2:16]2, predict the reactants needed to synthesize it. (5) Given the product [F:1][C:2]1[CH:3]=[CH:4][C:5]([NH:8][NH:9][C:18]([N:12]2[C@H:13]([CH3:17])[CH2:14][CH2:15][CH2:16][C@@H:11]2[CH3:10])=[O:19])=[N:6][CH:7]=1, predict the reactants needed to synthesize it. The reactants are: [F:1][C:2]1[CH:3]=[CH:4][C:5]([NH:8][NH2:9])=[N:6][CH:7]=1.[CH3:10][C@H:11]1[CH2:16][CH2:15][CH2:14][C@@H:13]([CH3:17])[N:12]1[C:18](Cl)=[O:19].CCN(C(C)C)C(C)C.O.